This data is from Catalyst prediction with 721,799 reactions and 888 catalyst types from USPTO. The task is: Predict which catalyst facilitates the given reaction. (1) Reactant: [H-].[Na+].[CH3:3][N:4]1[C:8]([C:9]([F:15])([F:14])[C:10]([F:13])([F:12])[F:11])=[N:7][N:6]=[C:5]1[SH:16].[H][H].F[C:20]1[CH:21]=[CH:22][C:23]([N+:27]([O-:29])=[O:28])=[C:24]([CH3:26])[CH:25]=1. Product: [CH3:3][N:4]1[C:8]([C:9]([F:14])([F:15])[C:10]([F:11])([F:12])[F:13])=[N:7][N:6]=[C:5]1[S:16][C:20]1[CH:21]=[CH:22][C:23]([N+:27]([O-:29])=[O:28])=[C:24]([CH3:26])[CH:25]=1. The catalyst class is: 3. (2) Reactant: [Cl:1][C:2]1[C:10]2[N:9]=[C:8]3[N:11]([C:15]4[C:16]([CH3:23])=[N:17][C:18]([O:21][CH3:22])=[CH:19][CH:20]=4)[CH2:12][CH2:13][CH2:14][N:7]3[C:6]=2[C:5]([CH2:24][C:25]#[N:26])=[CH:4][CH:3]=1.[CH2:27](I)[CH3:28].CC(C)([O-])C.[K+]. Product: [Cl:1][C:2]1[C:10]2[N:9]=[C:8]3[N:11]([C:15]4[C:16]([CH3:23])=[N:17][C:18]([O:21][CH3:22])=[CH:19][CH:20]=4)[CH2:12][CH2:13][CH2:14][N:7]3[C:6]=2[C:5]([CH:24]([CH2:27][CH3:28])[C:25]#[N:26])=[CH:4][CH:3]=1. The catalyst class is: 7.